The task is: Predict the product of the given reaction.. This data is from Forward reaction prediction with 1.9M reactions from USPTO patents (1976-2016). (1) The product is: [Br:1][C:2]1[C:3]([O:20][CH3:21])=[N:4][CH:5]=[C:6]2[C:7]=1[NH:8][CH:9]=[CH:10][C:15]2=[O:16]. Given the reactants [Br:1][C:2]1[C:3]([O:20][CH3:21])=[N:4][CH:5]=[CH:6][C:7]=1[NH:8][CH:9]=[C:10]1[C:15](=[O:16])OC(C)(C)OC1=O.C1(OC2C=CC=CC=2)C=CC=CC=1, predict the reaction product. (2) Given the reactants [Br:1][C:2]1[CH:16]=[CH:15][C:14](I)=[CH:13][C:3]=1[CH2:4][O:5][Si:6]([C:9]([CH3:12])([CH3:11])[CH3:10])([CH3:8])[CH3:7].C([Mg]Cl)(C)C.[Cl-].[Li+].[Cl:25][CH2:26][C:27](N(OC)C)=[O:28], predict the reaction product. The product is: [Br:1][C:2]1[CH:16]=[CH:15][C:14]([C:27](=[O:28])[CH2:26][Cl:25])=[CH:13][C:3]=1[CH2:4][O:5][Si:6]([C:9]([CH3:12])([CH3:11])[CH3:10])([CH3:8])[CH3:7]. (3) Given the reactants C(OC([N:8]1[CH2:12][C:11](=[N:13][O:14][CH3:15])[CH2:10][C@H:9]1[C:16]([OH:18])=O)=O)(C)(C)C.[CH2:19]([N:21]1[C:33]2[CH:32]=[CH:31][C:30]([NH2:34])=[CH:29][C:28]=2[C:27]2[C:22]1=[CH:23][CH:24]=[CH:25][CH:26]=2)[CH3:20], predict the reaction product. The product is: [CH2:19]([N:21]1[C:33]2[CH:32]=[CH:31][C:30]([NH:34][C:16]([C@@H:9]3[CH2:10][C:11](=[N:13][O:14][CH3:15])[CH2:12][NH:8]3)=[O:18])=[CH:29][C:28]=2[C:27]2[C:22]1=[CH:23][CH:24]=[CH:25][CH:26]=2)[CH3:20].